From a dataset of Forward reaction prediction with 1.9M reactions from USPTO patents (1976-2016). Predict the product of the given reaction. (1) Given the reactants [Cl:1][C:2]1[CH:12]=[CH:11][C:10]([C:13]#[C:14][Si](C)(C)C)=[CH:9][C:3]=1[C:4]([O:6][CH2:7][CH3:8])=[O:5].C1C[O:22]CC1, predict the reaction product. The product is: [C:13]([C:10]1[CH:11]=[CH:12][C:2]([Cl:1])=[C:3]([CH:9]=1)[C:4]([O:6][CH2:7][CH3:8])=[O:5])(=[O:22])[CH3:14]. (2) Given the reactants Cl[C:2]1[C:7]([CH3:8])=[C:6]([Cl:9])[N:5]=[CH:4][C:3]=1[C:10]([N:12]1[CH2:17][CH2:16][CH:15]([C:18]2[CH:23]=[CH:22][C:21]([F:24])=[CH:20][CH:19]=2)[CH2:14][CH2:13]1)=[O:11].[F:25][C:26]1[CH:32]=[CH:31][C:30]([O:33][CH3:34])=[CH:29][C:27]=1[NH2:28], predict the reaction product. The product is: [Cl:9][C:6]1[N:5]=[CH:4][C:3]([C:10]([N:12]2[CH2:17][CH2:16][CH:15]([C:18]3[CH:23]=[CH:22][C:21]([F:24])=[CH:20][CH:19]=3)[CH2:14][CH2:13]2)=[O:11])=[C:2]([NH:28][C:27]2[CH:29]=[C:30]([O:33][CH3:34])[CH:31]=[CH:32][C:26]=2[F:25])[C:7]=1[CH3:8]. (3) Given the reactants [CH2:1]=O.[CH2:3]([O:10][C:11]1[CH:16]=[CH:15][N:14]([C:17]2[CH:22]=[CH:21][C:20]([NH:23][CH2:24][CH2:25][N:26]([CH2:29][CH3:30])[CH2:27][CH3:28])=[CH:19][CH:18]=2)[C:13](=[O:31])[CH:12]=1)[C:4]1[CH:9]=[CH:8][CH:7]=[CH:6][CH:5]=1.[OH-].[Na+], predict the reaction product. The product is: [CH2:27]([N:26]([CH2:29][CH3:30])[CH2:25][CH2:24][N:23]([CH3:1])[C:20]1[CH:19]=[CH:18][C:17]([N:14]2[CH:15]=[CH:16][C:11]([O:10][CH2:3][C:4]3[CH:9]=[CH:8][CH:7]=[CH:6][CH:5]=3)=[CH:12][C:13]2=[O:31])=[CH:22][CH:21]=1)[CH3:28]. (4) Given the reactants [F:1][C:2]1[CH:7]=[C:6]([F:8])[CH:5]=[C:4]([F:9])[C:3]=1[C:10]#[CH:11].[CH3:12][C:13]1[CH:20]=[CH:19][C:16]([CH2:17][SH:18])=[CH:15][CH:14]=1.[Na], predict the reaction product. The product is: [F:1][C:2]1[CH:7]=[C:6]([F:8])[CH:5]=[C:4]([F:9])[C:3]=1/[CH:10]=[CH:11]\[CH:17]([S:18][CH:12](/[CH:11]=[CH:10]\[C:3]1[C:2]([F:1])=[CH:7][C:6]([F:8])=[CH:5][C:4]=1[F:9])[C:13]1[CH:20]=[CH:19][C:16]([CH3:17])=[CH:15][CH:14]=1)[C:16]1[CH:19]=[CH:20][C:13]([CH3:12])=[CH:14][CH:15]=1.